This data is from Catalyst prediction with 721,799 reactions and 888 catalyst types from USPTO. The task is: Predict which catalyst facilitates the given reaction. (1) Reactant: [CH2:1]([C:3]1[C:4]([O:14][CH2:15][CH2:16][CH2:17][C:18]2[C:19]([CH:33]([CH3:35])[CH3:34])=[N:20][N:21]([C:23]3[CH:28]=[CH:27][C:26]([C:29]([F:32])([F:31])[F:30])=[CH:25][N:24]=3)[CH:22]=2)=[C:5]([CH2:9][C:10]([O:12]C)=[O:11])[CH:6]=[CH:7][CH:8]=1)[CH3:2].[OH-].[Na+].O1CCCC1.Cl. Product: [CH2:1]([C:3]1[C:4]([O:14][CH2:15][CH2:16][CH2:17][C:18]2[C:19]([CH:33]([CH3:34])[CH3:35])=[N:20][N:21]([C:23]3[CH:28]=[CH:27][C:26]([C:29]([F:32])([F:31])[F:30])=[CH:25][N:24]=3)[CH:22]=2)=[C:5]([CH2:9][C:10]([OH:12])=[O:11])[CH:6]=[CH:7][CH:8]=1)[CH3:2]. The catalyst class is: 5. (2) Reactant: C[O:2][C:3]1[NH:4][C:5](=[O:17])[C:6]2[C:15]([CH:16]=1)=[N:14][CH:13]=[C:12]1[C:7]=2[CH:8]=[CH:9][CH:10]=[CH:11]1. Product: [OH:2][C:3]1[NH:4][C:5](=[O:17])[C:6]2[C:15]([CH:16]=1)=[N:14][CH:13]=[C:12]1[C:7]=2[CH:8]=[CH:9][CH:10]=[CH:11]1. The catalyst class is: 201. (3) Reactant: [Cl:1][C:2]1[CH:7]=[CH:6][C:5]([CH:8]([C:10]2[CH:15]=[CH:14][CH:13]=[C:12]([C:16]3[CH:17]=[C:18]([CH:26]([CH3:28])[CH3:27])[CH:19]=[C:20]4[C:25]=3[N:24]=[CH:23][CH:22]=[CH:21]4)[CH:11]=2)O)=[CH:4][CH:3]=1.O=S(Cl)[Cl:31]. Product: [Cl:31][CH:8]([C:5]1[CH:6]=[CH:7][C:2]([Cl:1])=[CH:3][CH:4]=1)[C:10]1[CH:11]=[C:12]([C:16]2[CH:17]=[C:18]([CH:26]([CH3:28])[CH3:27])[CH:19]=[C:20]3[C:25]=2[N:24]=[CH:23][CH:22]=[CH:21]3)[CH:13]=[CH:14][CH:15]=1. The catalyst class is: 48. (4) Reactant: [C:1]([O:5][OH:6])([CH3:4])([CH3:3])[CH3:2].[OH-].[K+].[C:9](Cl)(=[O:14])[C:10]([CH3:13])([CH3:12])[CH3:11].Cl.CCCCCCCCCC(C)C. Product: [C:9]([O:6][O:5][C:1]([CH3:4])([CH3:3])[CH3:2])(=[O:14])[C:10]([CH3:13])([CH3:12])[CH3:11]. The catalyst class is: 6. (5) Reactant: [C:1]12([C:11]3[CH:12]=[C:13]([C:25]4[CH:30]=[N:29][C:28](/[CH:31]=[CH:32]/[C:33]([O:35][CH2:36][CH3:37])=[O:34])=[CH:27][N:26]=4)[CH:14]=[CH:15][C:16]=3[O:17]CC3C=CC=CC=3)[CH2:10][CH:5]3[CH2:6][CH:7]([CH2:9][CH:3]([CH2:4]3)[CH2:2]1)[CH2:8]2.B(Br)(Br)Br. Product: [C:1]12([C:11]3[CH:12]=[C:13]([C:25]4[CH:30]=[N:29][C:28](/[CH:31]=[CH:32]/[C:33]([O:35][CH2:36][CH3:37])=[O:34])=[CH:27][N:26]=4)[CH:14]=[CH:15][C:16]=3[OH:17])[CH2:2][CH:3]3[CH2:4][CH:5]([CH2:6][CH:7]([CH2:9]3)[CH2:8]1)[CH2:10]2. The catalyst class is: 2. (6) Reactant: [OH:1][CH:2]([CH2:8][C:9]([O:11][CH3:12])=[O:10])[CH2:3][C:4]([O:6][CH3:7])=[O:5].I[CH3:14]. Product: [CH3:14][O:1][CH:2]([CH2:3][C:4]([O:6][CH3:7])=[O:5])[CH2:8][C:9]([O:11][CH3:12])=[O:10]. The catalyst class is: 3. (7) The catalyst class is: 246. Product: [CH3:22][O:21][C:17]1[CH:16]=[C:15]([N:10]2[CH2:11][CH2:12][N:8]([C:3]3[CH:4]=[N:5][CH:6]=[CH:7][C:2]=3[CH3:1])[C:9]2=[O:13])[CH:20]=[CH:19][CH:18]=1. Reactant: [CH3:1][C:2]1[CH:7]=[CH:6][N:5]=[CH:4][C:3]=1[N:8]1[CH2:12][CH2:11][NH:10][C:9]1=[O:13].Br[C:15]1[CH:20]=[CH:19][CH:18]=[C:17]([O:21][CH3:22])[CH:16]=1.N[C@@H]1CCCC[C@H]1N.P([O-])([O-])([O-])=O.[K+].[K+].[K+]. (8) Reactant: [OH:1][CH2:2][CH:3]1[O:8][C:7]2[C:9]3[C:14]([C:15](=[O:18])[C:16](=[O:17])[C:6]=2[S:5][CH2:4]1)=[CH:13][CH:12]=[CH:11][CH:10]=3.C1(P(C2C=CC=CC=2)C2C=CC=CC=2)C=CC=CC=1.[N:38]1[CH:43]=[CH:42][CH:41]=[C:40](O)[CH:39]=1.N(/C(OCC)=O)=N/C(OCC)=O. Product: [N:38]1[CH:43]=[CH:42][CH:41]=[C:40]([O:1][CH2:2][CH:3]2[O:8][C:7]3[C:9]4[C:14]([C:15](=[O:18])[C:16](=[O:17])[C:6]=3[S:5][CH2:4]2)=[CH:13][CH:12]=[CH:11][CH:10]=4)[CH:39]=1. The catalyst class is: 7.